This data is from NCI-60 drug combinations with 297,098 pairs across 59 cell lines. The task is: Regression. Given two drug SMILES strings and cell line genomic features, predict the synergy score measuring deviation from expected non-interaction effect. (1) Drug 1: COC1=C(C=C2C(=C1)N=CN=C2NC3=CC(=C(C=C3)F)Cl)OCCCN4CCOCC4. Drug 2: CCC1(CC2CC(C3=C(CCN(C2)C1)C4=CC=CC=C4N3)(C5=C(C=C6C(=C5)C78CCN9C7C(C=CC9)(C(C(C8N6C)(C(=O)OC)O)OC(=O)C)CC)OC)C(=O)OC)O.OS(=O)(=O)O. Cell line: MALME-3M. Synergy scores: CSS=42.2, Synergy_ZIP=3.34, Synergy_Bliss=4.58, Synergy_Loewe=-4.62, Synergy_HSA=6.63. (2) Drug 1: CN1C(=O)N2C=NC(=C2N=N1)C(=O)N. Drug 2: CC=C1C(=O)NC(C(=O)OC2CC(=O)NC(C(=O)NC(CSSCCC=C2)C(=O)N1)C(C)C)C(C)C. Cell line: CAKI-1. Synergy scores: CSS=31.0, Synergy_ZIP=5.07, Synergy_Bliss=3.97, Synergy_Loewe=-59.4, Synergy_HSA=-3.52. (3) Drug 1: COC1=C2C(=CC3=C1OC=C3)C=CC(=O)O2. Drug 2: C(CN)CNCCSP(=O)(O)O. Cell line: DU-145. Synergy scores: CSS=4.32, Synergy_ZIP=3.44, Synergy_Bliss=-2.65, Synergy_Loewe=-2.59, Synergy_HSA=-1.89. (4) Drug 1: CC1C(C(CC(O1)OC2CC(CC3=C2C(=C4C(=C3O)C(=O)C5=C(C4=O)C(=CC=C5)OC)O)(C(=O)CO)O)N)O.Cl. Drug 2: CC1OCC2C(O1)C(C(C(O2)OC3C4COC(=O)C4C(C5=CC6=C(C=C35)OCO6)C7=CC(=C(C(=C7)OC)O)OC)O)O. Cell line: COLO 205. Synergy scores: CSS=39.0, Synergy_ZIP=3.23, Synergy_Bliss=2.92, Synergy_Loewe=-1.59, Synergy_HSA=5.13. (5) Drug 1: CCCCC(=O)OCC(=O)C1(CC(C2=C(C1)C(=C3C(=C2O)C(=O)C4=C(C3=O)C=CC=C4OC)O)OC5CC(C(C(O5)C)O)NC(=O)C(F)(F)F)O. Drug 2: CC=C1C(=O)NC(C(=O)OC2CC(=O)NC(C(=O)NC(CSSCCC=C2)C(=O)N1)C(C)C)C(C)C. Cell line: MALME-3M. Synergy scores: CSS=74.5, Synergy_ZIP=-0.174, Synergy_Bliss=0.363, Synergy_Loewe=-4.67, Synergy_HSA=0.531. (6) Drug 1: C1CN1C2=NC(=NC(=N2)N3CC3)N4CC4. Drug 2: CN(C(=O)NC(C=O)C(C(C(CO)O)O)O)N=O. Cell line: CCRF-CEM. Synergy scores: CSS=44.8, Synergy_ZIP=-2.29, Synergy_Bliss=-3.12, Synergy_Loewe=-47.6, Synergy_HSA=-2.67. (7) Drug 1: C1CCC(CC1)NC(=O)N(CCCl)N=O. Drug 2: CC1C(C(=O)NC(C(=O)N2CCCC2C(=O)N(CC(=O)N(C(C(=O)O1)C(C)C)C)C)C(C)C)NC(=O)C3=C4C(=C(C=C3)C)OC5=C(C(=O)C(=C(C5=N4)C(=O)NC6C(OC(=O)C(N(C(=O)CN(C(=O)C7CCCN7C(=O)C(NC6=O)C(C)C)C)C)C(C)C)C)N)C. Cell line: HT29. Synergy scores: CSS=6.11, Synergy_ZIP=-2.18, Synergy_Bliss=-0.271, Synergy_Loewe=-3.87, Synergy_HSA=-2.15.